This data is from Forward reaction prediction with 1.9M reactions from USPTO patents (1976-2016). The task is: Predict the product of the given reaction. (1) Given the reactants [H-].[Na+].[Cl:3][C:4]1[C:13]([Cl:14])=[CH:12][CH:11]=[C:10]2[C:5]=1[CH:6]=[CH:7][NH:8][C:9]2=[O:15].Br[CH2:17][CH:18]1[CH2:23][CH2:22][N:21]([C:24]([O:26][C:27]([CH3:30])([CH3:29])[CH3:28])=[O:25])[CH2:20][CH2:19]1, predict the reaction product. The product is: [Cl:3][C:4]1[C:13]([Cl:14])=[CH:12][CH:11]=[C:10]2[C:5]=1[CH:6]=[CH:7][N:8]([CH2:17][CH:18]1[CH2:23][CH2:22][N:21]([C:24]([O:26][C:27]([CH3:28])([CH3:30])[CH3:29])=[O:25])[CH2:20][CH2:19]1)[C:9]2=[O:15]. (2) Given the reactants [C:1]([NH:8][C@@H:9]([C:14]([OH:16])=O)[C:10]([CH3:13])([CH3:12])[CH3:11])([O:3][C:4]([CH3:7])([CH3:6])[CH3:5])=[O:2].[CH:17]1[CH:18]=CC2N(O)N=[N:23][C:21]=2[CH:22]=1.C(Cl)CCl.N1CCCC1.C(N(CC)C(C)C)(C)C, predict the reaction product. The product is: [CH3:13][C:10]([CH3:11])([CH3:12])[C@@H:9]([NH:8][C:1](=[O:2])[O:3][C:4]([CH3:5])([CH3:6])[CH3:7])[C:14](=[O:16])[N:23]1[CH2:18][CH2:17][CH2:22][CH2:21]1. (3) Given the reactants [CH2:1]([O:3][C:4]([N:6]1[C:15]2[C:10](=[N:11][C:12]([O:16][CH3:17])=[CH:13][CH:14]=2)[C@@H:9]([NH:18][C:19]2[C:24]([CH2:25][C:26]3[CH:31]=[C:30]([C:32]([F:35])([F:34])[F:33])[CH:29]=[C:28]([C:36]([F:39])([F:38])[F:37])[CH:27]=3)=[CH:23][C:22]([C:40](=[NH:43])[NH:41][OH:42])=[CH:21][N:20]=2)[CH2:8][C@H:7]1[CH2:44][CH3:45])=[O:5])[CH3:2].C(N(CC)CC)C.Cl[C:54](Cl)([O:56]C(=O)OC(Cl)(Cl)Cl)Cl.O, predict the reaction product. The product is: [CH2:1]([O:3][C:4]([N:6]1[C:15]2[C:10](=[N:11][C:12]([O:16][CH3:17])=[CH:13][CH:14]=2)[C@@H:9]([NH:18][C:19]2[C:24]([CH2:25][C:26]3[CH:27]=[C:28]([C:36]([F:39])([F:37])[F:38])[CH:29]=[C:30]([C:32]([F:33])([F:34])[F:35])[CH:31]=3)=[CH:23][C:22]([C:40]3[NH:43][C:54](=[O:56])[O:42][N:41]=3)=[CH:21][N:20]=2)[CH2:8][C@H:7]1[CH2:44][CH3:45])=[O:5])[CH3:2]. (4) The product is: [S:25]1[C:26]2[CH:32]=[CH:31][CH:30]=[CH:29][C:27]=2[N:28]=[C:24]1[C:18]1[C:19]([C:22]#[N:23])=[CH:20][S:21][C:17]=1[NH:16][C:13](=[O:15])[CH2:12][N:3]1[C:4]2[C:9](=[N:8][CH:7]=[CH:6][CH:5]=2)[CH:10]=[CH:11][C:2]1=[O:1]. Given the reactants [O:1]=[C:2]1[CH:11]=[CH:10][C:9]2[C:4](=[CH:5][CH:6]=[CH:7][N:8]=2)[N:3]1[CH2:12][C:13]([OH:15])=O.[NH2:16][C:17]1[S:21][CH:20]=[C:19]([C:22]#[N:23])[C:18]=1[C:24]1[S:25][C:26]2[CH:32]=[CH:31][CH:30]=[CH:29][C:27]=2[N:28]=1, predict the reaction product. (5) Given the reactants Cl.[CH:2]1([NH:5][C:6]([NH:8][C:9]2[CH:14]=[CH:13][C:12]([C:15]3[N:16]=[C:17]([N:24]4[CH2:29][CH2:28][O:27][CH2:26][C@H:25]4[CH3:30])[C:18]4[CH2:23][NH:22][CH2:21][C:19]=4[N:20]=3)=[C:11]([F:31])[CH:10]=2)=[O:7])[CH2:4][CH2:3]1.CCN(CC)CC.[CH3:39][S:40](Cl)(=[O:42])=[O:41], predict the reaction product. The product is: [CH:2]1([NH:5][C:6]([NH:8][C:9]2[CH:14]=[CH:13][C:12]([C:15]3[N:16]=[C:17]([N:24]4[CH2:29][CH2:28][O:27][CH2:26][C@H:25]4[CH3:30])[C:18]4[CH2:23][N:22]([S:40]([CH3:39])(=[O:42])=[O:41])[CH2:21][C:19]=4[N:20]=3)=[C:11]([F:31])[CH:10]=2)=[O:7])[CH2:3][CH2:4]1. (6) Given the reactants [C:1]([O:5][C:6](=[O:32])[CH2:7][S:8]([C:11]1[CH:16]=[CH:15][C:14]([C:17]2[CH:22]=[CH:21][C:20]([CH2:23][CH2:24][C:25]([F:31])([F:30])[C:26]([F:29])([F:28])[F:27])=[CH:19][CH:18]=2)=[CH:13][CH:12]=1)(=[O:10])=[O:9])([CH3:4])([CH3:3])[CH3:2].[CH:33]1([N:36]([CH2:40][CH2:41]Cl)[CH2:37][CH2:38]Cl)[CH2:35][CH2:34]1.C1OCCOCCOCCOCCOCCOC1.C(=O)([O-])[O-].[K+].[K+], predict the reaction product. The product is: [C:1]([O:5][C:6]([C:7]1([S:8]([C:11]2[CH:12]=[CH:13][C:14]([C:17]3[CH:22]=[CH:21][C:20]([CH2:23][CH2:24][C:25]([F:30])([F:31])[C:26]([F:28])([F:27])[F:29])=[CH:19][CH:18]=3)=[CH:15][CH:16]=2)(=[O:9])=[O:10])[CH2:41][CH2:40][N:36]([CH:33]2[CH2:35][CH2:34]2)[CH2:37][CH2:38]1)=[O:32])([CH3:4])([CH3:2])[CH3:3]. (7) Given the reactants [Cl:1][C:2]1[C:7]([Cl:8])=[CH:6][CH:5]=[CH:4][C:3]=1/[CH:9]=[CH:10]/[C:11](O)=[O:12].C(N(CC)CC)C.ClC(OCC(C)C)=O.[BH4-].[Na+], predict the reaction product. The product is: [Cl:1][C:2]1[C:7]([Cl:8])=[CH:6][CH:5]=[CH:4][C:3]=1/[CH:9]=[CH:10]/[CH2:11][OH:12]. (8) Given the reactants [Cl:1][C:2]1[CH:3]=[C:4]2[C:8](=[CH:9][CH:10]=1)[NH:7][C:6]([C:11]([NH:13][C@@H:14]1[CH2:22][C:21]3[C:16](=[CH:17][CH:18]=[CH:19][CH:20]=3)[C@H:15]1[NH:23][CH2:24][C:25]([O:27]C(C)(C)C)=[O:26])=[O:12])=[CH:5]2.C(O)(C(F)(F)F)=O, predict the reaction product. The product is: [C:25]([CH2:24][NH:23][C@@H:15]1[C:16]2[C:21](=[CH:20][CH:19]=[CH:18][CH:17]=2)[CH2:22][C@H:14]1[NH:13][C:11]([C:6]1[NH:7][C:8]2[C:4]([CH:5]=1)=[CH:3][C:2]([Cl:1])=[CH:10][CH:9]=2)=[O:12])([OH:27])=[O:26].